Dataset: Catalyst prediction with 721,799 reactions and 888 catalyst types from USPTO. Task: Predict which catalyst facilitates the given reaction. (1) Reactant: C[Si]([N-][Si](C)(C)C)(C)C.[Na+].[C:11]([O:15][CH2:16][C@@H:17]([OH:19])[CH3:18])([CH3:14])([CH3:13])[CH3:12].O.[Br:21][C:22]1[CH:23]=[C:24]([CH:27]=[C:28](F)[CH:29]=1)[C:25]#[N:26]. Product: [Br:21][C:22]1[CH:23]=[C:24]([CH:27]=[C:28]([O:19][C@@H:17]([CH3:18])[CH2:16][O:15][C:11]([CH3:14])([CH3:13])[CH3:12])[CH:29]=1)[C:25]#[N:26]. The catalyst class is: 3. (2) The catalyst class is: 5. Reactant: C[O:2][C:3](=[O:38])[C:4]([CH3:37])([CH3:36])[CH2:5][C:6]1[CH:11]=[C:10]([CH3:12])[C:9]([C:13]2[NH:17][C:16]3[CH:18]=[CH:19][C:20]([C:22]4[O:23][C:24]([C:27]5[CH:32]=[CH:31][C:30]([O:33][CH3:34])=[CH:29][CH:28]=5)=[N:25][N:26]=4)=[CH:21][C:15]=3[N:14]=2)=[C:8]([CH3:35])[CH:7]=1.[OH-].[Na+].Cl. Product: [CH3:34][O:33][C:30]1[CH:29]=[CH:28][C:27]([C:24]2[O:23][C:22]([C:20]3[CH:19]=[CH:18][C:16]4[NH:17][C:13]([C:9]5[C:8]([CH3:35])=[CH:7][C:6]([CH2:5][C:4]([CH3:36])([CH3:37])[C:3]([OH:38])=[O:2])=[CH:11][C:10]=5[CH3:12])=[N:14][C:15]=4[CH:21]=3)=[N:26][N:25]=2)=[CH:32][CH:31]=1. (3) Reactant: [NH2:1][C:2]1[N:11]([CH2:12][CH2:13][CH3:14])[CH2:10][C:9]2[C:4](=[CH:5][CH:6]=[C:7]([O:15][C:16]3[CH:17]=[C:18]([CH:22]=[CH:23][CH:24]=3)[C:19](Cl)=[O:20])[CH:8]=2)[N:3]=1.[CH3:25][C:26]1[CH:33]=[C:32]([CH3:34])[CH:31]=[C:30]([CH3:35])[C:27]=1[CH2:28][NH2:29]. Product: [NH2:1][C:2]1[N:11]([CH2:12][CH2:13][CH3:14])[CH2:10][C:9]2[C:4](=[CH:5][CH:6]=[C:7]([O:15][C:16]3[CH:17]=[C:18]([CH:22]=[CH:23][CH:24]=3)[C:19]([NH:29][CH2:28][C:27]3[C:26]([CH3:25])=[CH:33][C:32]([CH3:34])=[CH:31][C:30]=3[CH3:35])=[O:20])[CH:8]=2)[N:3]=1. The catalyst class is: 34. (4) Reactant: [C:1]([C:4]1[CH:9]=[CH:8][CH:7]=[CH:6][CH:5]=1)(=[O:3])[CH3:2].B1(C)OC(C2C=CC=CC=2)(C2C=CC=CC=2)[C@H]2N1CCC2.CSC.B. Product: [C:4]1([C@H:1]([OH:3])[CH3:2])[CH:9]=[CH:8][CH:7]=[CH:6][CH:5]=1. The catalyst class is: 1. (5) Reactant: [N:1]1[CH:6]=[CH:5][C:4]([NH:7][C:8](=[O:14])[O:9][C:10]([CH3:13])([CH3:12])[CH3:11])=[CH:3][CH:2]=1.C1(C)C=C(C)C=C(C)C=1S(O[NH2:27])(=O)=O.C([O-])([O-])=O.[K+].[K+].[C:35]([O:39][CH2:40][CH3:41])(=[O:38])[C:36]#[CH:37]. Product: [C:10]([O:9][C:8]([NH:7][C:4]1[CH:3]=[CH:2][N:1]2[N:27]=[CH:37][C:36]([C:35]([O:39][CH2:40][CH3:41])=[O:38])=[C:6]2[CH:5]=1)=[O:14])([CH3:11])([CH3:13])[CH3:12]. The catalyst class is: 10. (6) Reactant: [CH3:1][C:2]1[CH:7]=[CH:6][N:5]=[C:4]2[CH:8]=[CH:9][NH:10][C:3]=12.[I:11]N1C(=O)CCC1=O. Product: [I:11][C:8]1[C:4]2=[N:5][CH:6]=[CH:7][C:2]([CH3:1])=[C:3]2[NH:10][CH:9]=1. The catalyst class is: 36. (7) Reactant: Br[C:2]1[C:3]([Cl:19])=[C:4]([O:9][C:10]2[C:15]([F:16])=[C:14]([CH3:17])[CH:13]=[CH:12][C:11]=2[Cl:18])[CH:5]=[C:6]([Cl:8])[CH:7]=1.[C:20]([Zn]C#N)#[N:21]. Product: [Cl:19][C:3]1[C:4]([O:9][C:10]2[C:11]([Cl:18])=[CH:12][CH:13]=[C:14]([CH3:17])[C:15]=2[F:16])=[CH:5][C:6]([Cl:8])=[CH:7][C:2]=1[C:20]#[N:21]. The catalyst class is: 518.